Predict the reactants needed to synthesize the given product. From a dataset of Full USPTO retrosynthesis dataset with 1.9M reactions from patents (1976-2016). Given the product [Cl:36][C:18]1[C:19]([NH:21][C:22]2[C:27]([O:28][CH2:29][CH:30]3[CH2:34][CH2:33][O:32][CH2:31]3)=[CH:26][CH:25]=[CH:24][C:23]=2[F:35])=[N:20][C:15]([NH:1][C:2]2[CH:3]=[CH:4][C:5]3[CH2:11][CH2:10][CH2:9][C:8](=[O:12])[NH:7][C:6]=3[CH:13]=2)=[N:16][CH:17]=1, predict the reactants needed to synthesize it. The reactants are: [NH2:1][C:2]1[CH:3]=[CH:4][C:5]2[CH2:11][CH2:10][CH2:9][C:8](=[O:12])[NH:7][C:6]=2[CH:13]=1.Cl[C:15]1[N:20]=[C:19]([NH:21][C:22]2[C:27]([O:28][CH2:29][CH:30]3[CH2:34][CH2:33][O:32][CH2:31]3)=[CH:26][CH:25]=[CH:24][C:23]=2[F:35])[C:18]([Cl:36])=[CH:17][N:16]=1.